Task: Predict which catalyst facilitates the given reaction.. Dataset: Catalyst prediction with 721,799 reactions and 888 catalyst types from USPTO Reactant: [CH2:1]([C:3]1[NH:4][CH:5]=[CH:6][N:7]=1)[CH3:2].Br[CH2:9][C:10]([O:12][CH2:13][CH3:14])=[O:11].C(=O)([O-])[O-].[K+].[K+]. Product: [CH2:13]([O:12][C:10](=[O:11])[CH2:9][N:4]1[CH:5]=[CH:6][N:7]=[C:3]1[CH2:1][CH3:2])[CH3:14]. The catalyst class is: 21.